This data is from Reaction yield outcomes from USPTO patents with 853,638 reactions. The task is: Predict the reaction yield, written as a fraction of the theoretical maximum amount of product (1.0 means a 100% yield; for example, 0.34 means a 34% yield). (1) The reactants are [CH3:1][C:2]1([CH3:16])[CH2:8][CH2:7][CH2:6][NH:5][C:4]2[CH:9]=[C:10]([N+:13]([O-:15])=[O:14])[CH:11]=[CH:12][C:3]1=2.N1C=CC=CC=1.[C:23]1(=[O:37])[N:27]([CH2:28][C:29](Cl)=[O:30])[C:26](=[O:32])[C:25]2=[CH:33][CH:34]=[CH:35][CH:36]=[C:24]12. The catalyst is CN(C)C1C=CN=CC=1.ClCCCl. The product is [CH3:1][C:2]1([CH3:16])[CH2:8][CH2:7][CH2:6][N:5]([C:29](=[O:30])[CH2:28][N:27]2[C:23](=[O:37])[C:24]3[C:25](=[CH:33][CH:34]=[CH:35][CH:36]=3)[C:26]2=[O:32])[C:4]2[CH:9]=[C:10]([N+:13]([O-:15])=[O:14])[CH:11]=[CH:12][C:3]1=2. The yield is 0.550. (2) The reactants are [CH2:1]([N:8]1[CH:12]=[CH:11][N:10]=[C:9]1[CH:13]1[CH:22]([C:23]2[CH:28]=[CH:27][C:26]([F:29])=[CH:25][CH:24]=2)[C:21](=O)[C:20]2[C:19]([C:31]([O:33]CC)=O)=[CH:18][CH:17]=[CH:16][C:15]=2[NH:14]1)[C:2]1[CH:7]=[CH:6][CH:5]=[CH:4][CH:3]=1.O.[NH2:37][NH2:38]. The catalyst is CO. The product is [CH2:1]([N:8]1[CH:12]=[CH:11][N:10]=[C:9]1[CH:13]1[NH:14][C:15]2[C:20]3[C:21](=[N:37][NH:38][C:31](=[O:33])[C:19]=3[CH:18]=[CH:17][CH:16]=2)[CH:22]1[C:23]1[CH:24]=[CH:25][C:26]([F:29])=[CH:27][CH:28]=1)[C:2]1[CH:7]=[CH:6][CH:5]=[CH:4][CH:3]=1. The yield is 0.960. (3) The reactants are [CH:1]([C:4]1[CH:9]=[CH:8][C:7]([N:10]2[C:14](=[O:15])[CH2:13][CH:12]([CH2:16][N:17]3[CH:21]=[C:20]([C:22]4[N:30](COCC[Si](C)(C)C)[C:29]5[C:28](=[O:39])[N:27]([CH2:40][CH2:41][CH3:42])[C:26](=[O:43])[N:25]([CH2:44][CH2:45][CH3:46])[C:24]=5[N:23]=4)[CH:19]=[N:18]3)[CH2:11]2)=[CH:6][CH:5]=1)([CH3:3])[CH3:2].Cl. The catalyst is C(O)C. The product is [CH:1]([C:4]1[CH:9]=[CH:8][C:7]([N:10]2[C:14](=[O:15])[CH2:13][CH:12]([CH2:16][N:17]3[CH:21]=[C:20]([C:22]4[NH:30][C:29]5[C:28](=[O:39])[N:27]([CH2:40][CH2:41][CH3:42])[C:26](=[O:43])[N:25]([CH2:44][CH2:45][CH3:46])[C:24]=5[N:23]=4)[CH:19]=[N:18]3)[CH2:11]2)=[CH:6][CH:5]=1)([CH3:3])[CH3:2]. The yield is 0.760. (4) The reactants are [Br:1][C:2]1[CH:3]=[C:4]([NH:8]N)[CH:5]=[CH:6][CH:7]=1.[C:10]([N:17]1[CH2:22][CH2:21][C:20](=O)[CH2:19][CH2:18]1)([O:12][C:13]([CH3:16])([CH3:15])[CH3:14])=[O:11].Cl.CC(OC(OC(OC(C)(C)C)=O)=O)(C)C.C(N(CC)CC)C. The catalyst is C(O)C.CN(C1C=CN=CC=1)C. The product is [Br:1][C:2]1[CH:7]=[CH:6][C:5]2[C:19]3[CH2:18][N:17]([C:10]([O:12][C:13]([CH3:16])([CH3:15])[CH3:14])=[O:11])[CH2:22][CH2:21][C:20]=3[NH:8][C:4]=2[CH:3]=1. The yield is 0.420.